The task is: Predict the reactants needed to synthesize the given product.. This data is from Full USPTO retrosynthesis dataset with 1.9M reactions from patents (1976-2016). Given the product [F:31][C:25]1[CH:24]=[CH:23][CH:30]=[CH:29][C:26]=1[C:27]#[N:28], predict the reactants needed to synthesize it. The reactants are: CC1C([C@H]2CCC[C@@H](C3C(C)=CC=CN=3)N2)=NC=CC=1.BrC[C:23]1[CH:30]=[CH:29][C:26]([C:27]#[N:28])=[C:25]([F:31])[CH:24]=1.CCN(C(C)C)C(C)C.